This data is from Full USPTO retrosynthesis dataset with 1.9M reactions from patents (1976-2016). The task is: Predict the reactants needed to synthesize the given product. (1) Given the product [OH:27][C:11]1[CH:10]=[C:9]([OH:29])[C:8]([C@@H:7]2[CH2:6][CH2:5][N:4]([CH3:31])[C@H:3]2[CH2:2][OH:1])=[C:17]2[C:12]=1[C:13](=[O:26])[CH:14]=[C:15]([C:18]1[CH:23]=[CH:22][CH:21]=[CH:20][C:19]=1[OH:24])[O:16]2, predict the reactants needed to synthesize it. The reactants are: [OH:1][CH2:2][C@H:3]1[C@H:7]([C:8]2[C:9]([O:29]C)=[CH:10][C:11]([O:27]C)=[C:12]3[C:17]=2[O:16][C:15]([C:18]2[CH:23]=[CH:22][CH:21]=[CH:20][C:19]=2[O:24]C)=[CH:14][C:13]3=[O:26])[CH2:6][CH2:5][N:4]1[CH3:31].Cl.N1C=CC=CC=1. (2) Given the product [S:8]1[CH:9]=[CH:10][C:11]2[CH2:3][C:4](=[O:5])[CH2:6][C:7]1=2, predict the reactants needed to synthesize it. The reactants are: [N+](=[CH:3][C:4]([CH2:6][C:7]1[S:8][CH:9]=[CH:10][CH:11]=1)=[O:5])=[N-].